From a dataset of Catalyst prediction with 721,799 reactions and 888 catalyst types from USPTO. Predict which catalyst facilitates the given reaction. (1) Reactant: [O:1]=[C:2]1[C:7]([C:8]2[CH:13]=[CH:12][CH:11]=[CH:10][CH:9]=2)=[CH:6][NH:5][CH:4]=[C:3]1[C:14]([O:16]CC)=[O:15].[OH-].[Na+].Cl. Product: [O:1]=[C:2]1[C:7]([C:8]2[CH:13]=[CH:12][CH:11]=[CH:10][CH:9]=2)=[CH:6][NH:5][CH:4]=[C:3]1[C:14]([OH:16])=[O:15]. The catalyst class is: 5. (2) Reactant: [CH3:1][C:2]([O:4][C@@H:5]([CH2:10][N+:11]([CH3:14])([CH3:13])[CH3:12])[CH2:6][C:7]([O-:9])=[O:8])=[O:3].[Cl-:15].[CH2:16]([C:28]1[C:37]2[C:32](=[CH:33][CH:34]=[CH:35][CH:36]=2)[CH:31]=[CH:30][C:29]=1O)[C:17]1[C:26]2[C:21](=[CH:22][CH:23]=[CH:24][CH:25]=2)[CH:20]=[CH:19][C:18]=1[OH:27]. The catalyst class is: 23. Product: [Cl-:15].[C:2]([O:4][C@H:5]([CH2:6][C:7]([O:9][C:29]1[CH:30]=[CH:31][C:32]2[C:37](=[CH:36][CH:35]=[CH:34][CH:33]=2)[C:28]=1[CH2:16][C:17]1[C:26]2[C:21](=[CH:22][CH:23]=[CH:24][CH:25]=2)[CH:20]=[CH:19][C:18]=1[OH:27])=[O:8])[CH2:10][N+:11]([CH3:12])([CH3:14])[CH3:13])(=[O:3])[CH3:1]. (3) Product: [Br:6][C:7]1[CH:15]=[CH:14][CH:13]=[C:12]2[C:8]=1[C:9]([CH:25]=[CH2:1])=[CH:10][N:11]2[CH2:16][C:17]1[CH:22]=[CH:21][C:20]([O:23][CH3:24])=[CH:19][CH:18]=1. Reactant: [CH2:1]([Li])CCC.[Br:6][C:7]1[CH:15]=[CH:14][CH:13]=[C:12]2[C:8]=1[C:9]([CH:25]=O)=[CH:10][N:11]2[CH2:16][C:17]1[CH:22]=[CH:21][C:20]([O:23][CH3:24])=[CH:19][CH:18]=1. The catalyst class is: 597. (4) Reactant: [CH2:1]([NH:8][C:9]1([C:12]2[CH:17]=[CH:16][C:15]([C:18]#[C:19][C:20]3[CH:30]=[CH:29][C:23]([C:24]([O:26]CC)=[O:25])=[CH:22][CH:21]=3)=[CH:14][CH:13]=2)[CH2:11][CH2:10]1)[C:2]1[CH:7]=[CH:6][CH:5]=[CH:4][CH:3]=1.[OH-].[Na+]. Product: [CH2:1]([NH:8][C:9]1([C:12]2[CH:17]=[CH:16][C:15]([C:18]#[C:19][C:20]3[CH:21]=[CH:22][C:23]([C:24]([OH:26])=[O:25])=[CH:29][CH:30]=3)=[CH:14][CH:13]=2)[CH2:10][CH2:11]1)[C:2]1[CH:7]=[CH:6][CH:5]=[CH:4][CH:3]=1. The catalyst class is: 199. (5) Reactant: [O:1]=[C:2]1[C@@H:10]2[C@@:5]([CH:13]=[CH2:14])([CH2:6][CH2:7][CH2:8][C@H:9]2[C:11]#[N:12])[CH2:4][CH2:3]1.[CH3:15][C:16]([CH3:21])([CH2:19]O)[CH2:17][OH:18].C1(C)C=CC(S(O)(=O)=O)=CC=1. Product: [CH3:15][C:16]1([CH3:21])[CH2:17][O:18][C:2]2([C@@H:10]3[C@@:5]([CH:13]=[CH2:14])([CH2:6][CH2:7][CH2:8][C@H:9]3[C:11]#[N:12])[CH2:4][CH2:3]2)[O:1][CH2:19]1. The catalyst class is: 48.